Task: Predict the product of the given reaction.. Dataset: Forward reaction prediction with 1.9M reactions from USPTO patents (1976-2016) (1) Given the reactants [CH2:1]([N:8]1[CH2:13][CH2:12][C:11](=O)[CH:10]([C:15]2[CH:20]=[CH:19][C:18]([Cl:21])=[CH:17][CH:16]=2)[CH2:9]1)[C:2]1[CH:7]=[CH:6][CH:5]=[CH:4][CH:3]=1.[NH:22]1[CH2:27][CH2:26][NH:25][CH2:24][CH2:23]1.C([BH3-])#N.[Na+].[OH-].[Na+], predict the reaction product. The product is: [CH2:1]([N:8]1[CH2:13][CH2:12][C@H:11]([N:22]2[CH2:27][CH2:26][NH:25][CH2:24][CH2:23]2)[C@H:10]([C:15]2[CH:20]=[CH:19][C:18]([Cl:21])=[CH:17][CH:16]=2)[CH2:9]1)[C:2]1[CH:7]=[CH:6][CH:5]=[CH:4][CH:3]=1. (2) Given the reactants [Br:1][C:2]1[CH:9]=[CH:8][C:5]([CH:6]=[O:7])=[CH:4][CH:3]=1.[C:10](O)(C(F)(F)F)=O.[CH2:17]([OH:21])[CH2:18][CH:19]=C.[OH-].[Na+].[Li+].[OH-], predict the reaction product. The product is: [Br:1][C:2]1[CH:9]=[CH:8][C:5]([CH:6]2[CH2:10][CH:17]([OH:21])[CH2:18][CH2:19][O:7]2)=[CH:4][CH:3]=1. (3) The product is: [Cl:1][C:2]1[S:6][C:5]([C:7]([NH:9][C@@:10]2([C:15]([NH:30][C:27]3[CH:28]=[CH:29][C:22]4[CH2:21][CH2:20][N:19]([CH3:18])[CH2:25][CH2:24][C:23]=4[CH:26]=3)=[O:17])[CH2:14][CH2:13][O:12][CH2:11]2)=[O:8])=[CH:4][CH:3]=1. Given the reactants [Cl:1][C:2]1[S:6][C:5]([C:7]([NH:9][C@@:10]2([C:15]([OH:17])=O)[CH2:14][CH2:13][O:12][CH2:11]2)=[O:8])=[CH:4][CH:3]=1.[CH3:18][N:19]1[CH2:25][CH2:24][C:23]2[CH:26]=[C:27]([NH2:30])[CH:28]=[CH:29][C:22]=2[CH2:21][CH2:20]1.CCCP(O)(O)=O, predict the reaction product. (4) Given the reactants [C:1]([C:3]1[CH:17]=[C:16]([I:18])[C:6]2[N:7]([C:10]3[CH:15]=[CH:14][CH:13]=[CH:12][CH:11]=3)[CH:8]=[N:9][C:5]=2[CH:4]=1)#N.CC1C=C([N+]([O-])=O)C(O)=C([N+]([O-])=O)C=1, predict the reaction product. The product is: [I:18][C:16]1[C:6]2[N:7]([C:10]3[CH:15]=[CH:14][CH:13]=[CH:12][CH:11]=3)[CH:8]=[N:9][C:5]=2[CH:4]=[C:3]([CH3:1])[CH:17]=1. (5) Given the reactants [CH3:1][O:2][C:3](=[O:17])[C:4]1[CH:9]=[CH:8][CH:7]=[C:6]([C:10](=O)[CH:11](Br)[CH2:12][CH2:13][CH3:14])[CH:5]=1.[C:18]([NH2:21])(=[O:20])[CH3:19], predict the reaction product. The product is: [CH3:1][O:2][C:3](=[O:17])[C:4]1[CH:9]=[CH:8][CH:7]=[C:6]([C:10]2[N:21]=[C:18]([CH3:19])[O:20][C:11]=2[CH2:12][CH2:13][CH3:14])[CH:5]=1.